This data is from Full USPTO retrosynthesis dataset with 1.9M reactions from patents (1976-2016). The task is: Predict the reactants needed to synthesize the given product. Given the product [C:17]([C:2]1[CH:16]=[CH:15][C:5]([CH2:6][CH2:7][NH:8][C:9](=[O:14])[C:10]([F:13])([F:12])[F:11])=[CH:4][CH:3]=1)#[N:18], predict the reactants needed to synthesize it. The reactants are: Br[C:2]1[CH:16]=[CH:15][C:5]([CH2:6][CH2:7][NH:8][C:9](=[O:14])[C:10]([F:13])([F:12])[F:11])=[CH:4][CH:3]=1.[C-:17]#[N:18].[Na+].